From a dataset of Full USPTO retrosynthesis dataset with 1.9M reactions from patents (1976-2016). Predict the reactants needed to synthesize the given product. (1) Given the product [CH3:16][CH:15]([O:11][C:8]1[CH:9]=[CH:10][C:5]([C:3]([O:2][CH3:1])=[O:4])=[CH:6][CH:7]=1)[CH2:14][CH:13]=[CH2:12], predict the reactants needed to synthesize it. The reactants are: [CH3:1][O:2][C:3]([C:5]1[CH:6]=[CH:7][C:8]([OH:11])=[CH:9][CH:10]=1)=[O:4].[CH3:12][CH:13](O)[CH2:14][CH:15]=[CH2:16].C1(P(C2C=CC=CC=2)C2C=CC=CC=2)C=CC=CC=1.N(C(OCC)=O)=NC(OCC)=O. (2) Given the product [F:18][C:17]1[CH:16]=[CH:15][C:11]([C:12](=[O:13])[C:22]2[CH:23]=[CH:24][C:19]([O:25][CH3:26])=[CH:20][CH:21]=2)=[CH:10][C:9]=1[S:6]([Cl:5])(=[O:8])=[O:7], predict the reactants needed to synthesize it. The reactants are: [Cl-].[Al+3].[Cl-].[Cl-].[Cl:5][S:6]([C:9]1[CH:10]=[C:11]([CH:15]=[CH:16][C:17]=1[F:18])[C:12](Cl)=[O:13])(=[O:8])=[O:7].[C:19]1([O:25][CH3:26])[CH:24]=[CH:23][CH:22]=[CH:21][CH:20]=1.